This data is from Catalyst prediction with 721,799 reactions and 888 catalyst types from USPTO. The task is: Predict which catalyst facilitates the given reaction. Reactant: [NH2:1][CH:2]1[CH2:11][C:10]2[C:5](=[N:6][CH:7]=[CH:8][CH:9]=2)[NH:4][C:3]1=[O:12].[C:13]([O:17][C:18](=[O:40])[NH:19][C@H:20]([CH2:32][C:33]1[CH:38]=[CH:37][CH:36]=[CH:35][C:34]=1[F:39])[CH2:21][C:22](ON1C(=O)CCC1=O)=[O:23])([CH3:16])([CH3:15])[CH3:14].C(N(CC)CC)C. Product: [C:13]([O:17][C:18](=[O:40])[NH:19][C@H:20]([CH2:32][C:33]1[CH:38]=[CH:37][CH:36]=[CH:35][C:34]=1[F:39])[CH2:21][C:22](=[O:23])[NH:1][CH:2]1[CH2:11][C:10]2[C:5](=[N:6][CH:7]=[CH:8][CH:9]=2)[NH:4][C:3]1=[O:12])([CH3:16])([CH3:14])[CH3:15]. The catalyst class is: 12.